From a dataset of Reaction yield outcomes from USPTO patents with 853,638 reactions. Predict the reaction yield, written as a fraction of the theoretical maximum amount of product (1.0 means a 100% yield; for example, 0.34 means a 34% yield). The reactants are [CH3:1][N:2]([CH3:28])[C:3]([C:5]1[N:22]([CH:23]2[CH2:27][CH2:26][CH2:25][CH2:24]2)[C:8]2[N:9]=[C:10]([NH:13][C:14]3[CH:19]=[CH:18][C:17]([CH:20]=O)=[CH:16][N:15]=3)[N:11]=[CH:12][C:7]=2[CH:6]=1)=[O:4].[C:29]([O:33][C:34]([N:36]1[CH2:41][CH2:40][NH:39][CH2:38][CH2:37]1)=[O:35])([CH3:32])([CH3:31])[CH3:30]. No catalyst specified. The product is [C:29]([O:33][C:34]([N:36]1[CH2:41][CH2:40][N:39]([CH2:20][C:17]2[CH:16]=[N:15][C:14]([NH:13][C:10]3[N:11]=[CH:12][C:7]4[CH:6]=[C:5]([C:3](=[O:4])[N:2]([CH3:1])[CH3:28])[N:22]([CH:23]5[CH2:27][CH2:26][CH2:25][CH2:24]5)[C:8]=4[N:9]=3)=[CH:19][CH:18]=2)[CH2:38][CH2:37]1)=[O:35])([CH3:32])([CH3:30])[CH3:31]. The yield is 0.600.